This data is from Forward reaction prediction with 1.9M reactions from USPTO patents (1976-2016). The task is: Predict the product of the given reaction. (1) Given the reactants [CH2:1]([O:8][C:9](=[O:32])[NH:10][C:11]1([CH2:15][O:16][C:17]2[CH:22]=[CH:21][C:20](B3OC(C)(C)C(C)(C)O3)=[CH:19][CH:18]=2)[CH2:14][O:13][CH2:12]1)[C:2]1[CH:7]=[CH:6][CH:5]=[CH:4][CH:3]=1.Cl[C:34]1[CH:35]=[CH:36][C:37]2[N:38]([C:40]([C:43]3[CH:44]=[C:45]([C:50]([F:53])([F:52])[F:51])[C:46]([NH2:49])=[N:47][CH:48]=3)=[CH:41][N:42]=2)[N:39]=1.C(=O)([O-])[O-].[K+].[K+].C(O)C, predict the reaction product. The product is: [CH2:1]([O:8][C:9](=[O:32])[NH:10][C:11]1([CH2:15][O:16][C:17]2[CH:22]=[CH:21][C:20]([C:34]3[CH:35]=[CH:36][C:37]4[N:38]([C:40]([C:43]5[CH:48]=[N:47][C:46]([NH2:49])=[C:45]([C:50]([F:52])([F:51])[F:53])[CH:44]=5)=[CH:41][N:42]=4)[N:39]=3)=[CH:19][CH:18]=2)[CH2:14][O:13][CH2:12]1)[C:2]1[CH:3]=[CH:4][CH:5]=[CH:6][CH:7]=1. (2) Given the reactants Cl[C:2]1[C:7]([C:8]([OH:26])([CH3:25])[CH2:9][N:10]2[C:18]3[CH:17]=[CH:16][C:15]([CH3:19])=[CH:14][C:13]=3[C:12]3[CH2:20][N:21]([CH3:24])[CH2:22][CH2:23][C:11]2=3)=[CH:6][CH:5]=[CH:4][N:3]=1.[OH-:27].[K+], predict the reaction product. The product is: [CH3:24][N:21]1[CH2:22][CH2:23][C:11]2[N:10]([CH2:9][C:8]([C:7]3[C:2](=[O:27])[NH:3][CH:4]=[CH:5][CH:6]=3)([OH:26])[CH3:25])[C:18]3[CH:17]=[CH:16][C:15]([CH3:19])=[CH:14][C:13]=3[C:12]=2[CH2:20]1. (3) Given the reactants [CH3:1][C:2]1([CH2:17][C:18]([O:20][CH3:21])=[O:19])[CH2:7][CH2:6][N:5]([C:8]2[CH:13]=[CH:12][C:11]([N+:14]([O-])=O)=[CH:10][N:9]=2)[CH2:4][CH2:3]1.N(C(=O)C(NC1C=CC(N2CCC(CC(OC)=O)CC2)=NC=1)=O)N, predict the reaction product. The product is: [NH2:14][C:11]1[CH:12]=[CH:13][C:8]([N:5]2[CH2:6][CH2:7][C:2]([CH2:17][C:18]([O:20][CH3:21])=[O:19])([CH3:1])[CH2:3][CH2:4]2)=[N:9][CH:10]=1. (4) Given the reactants C(C1C=C2C(=C(F)C=1)C(=O)N(CC1C=CC(C3C=CN=C4NC(C5C=NN(C)C=5)=NC=34)=CC=1F)N=C2)(C)(C)C.Br[C:41]1[CH:46]=[CH:45][C:44]([C:47]([NH:50][C:51](=[O:62])[C:52]2[CH:57]=[CH:56][C:55]([C:58]([CH3:61])([CH3:60])[CH3:59])=[CH:54][CH:53]=2)([CH3:49])[CH3:48])=[C:43]([F:63])[CH:42]=1.[B:64]1(B2OC(C)(C)C(C)(C)O2)[O:68][C:67]([CH3:70])([CH3:69])[C:66]([CH3:72])([CH3:71])[O:65]1.C1(P(C2CCCCC2)C2C=CC=CC=2C2C(C(C)C)=CC(C(C)C)=CC=2C(C)C)CCCCC1.C([O-])(=O)C.[K+].O1CCOCC1, predict the reaction product. The product is: [C:58]([C:55]1[CH:56]=[CH:57][C:52]([C:51]([NH:50][C:47]([C:44]2[CH:45]=[CH:46][C:41]([B:64]3[O:68][C:67]([CH3:70])([CH3:69])[C:66]([CH3:72])([CH3:71])[O:65]3)=[CH:42][C:43]=2[F:63])([CH3:49])[CH3:48])=[O:62])=[CH:53][CH:54]=1)([CH3:61])([CH3:60])[CH3:59]. (5) Given the reactants [CH3:1][O:2][C:3](=[O:12])[CH2:4][CH2:5][CH2:6][C:7]1[S:8][CH:9]=[CH:10][CH:11]=1.[Cl:13][C:14]1[N:19]=[C:18](Cl)[C:17]([CH3:21])=[CH:16][N:15]=1, predict the reaction product. The product is: [CH3:1][O:2][C:3](=[O:12])[CH2:4][CH2:5][CH2:6][C:7]1[S:8][C:9]([C:16]2[C:17]([CH3:21])=[CH:18][N:19]=[C:14]([Cl:13])[N:15]=2)=[CH:10][CH:11]=1. (6) Given the reactants C[O:2][C:3](=[O:21])[CH2:4][N:5]([S:12]([C:15]1[CH:20]=[CH:19][CH:18]=[CH:17][CH:16]=1)(=[O:14])=[O:13])[C:6]1[CH:11]=[CH:10][CH:9]=[CH:8][CH:7]=1.[Li+].[OH-], predict the reaction product. The product is: [C:15]1([S:12]([N:5]([CH2:4][C:3]([OH:21])=[O:2])[C:6]2[CH:7]=[CH:8][CH:9]=[CH:10][CH:11]=2)(=[O:14])=[O:13])[CH:16]=[CH:17][CH:18]=[CH:19][CH:20]=1. (7) Given the reactants N(C(OC(C)C)=O)=NC(OC(C)C)=O.[CH3:15][C:16]1[CH:21]=[C:20]([CH3:22])[CH:19]=[CH:18][C:17]=1[CH:23]([C:35]1[CH:40]=[CH:39][CH:38]=[CH:37][CH:36]=1)[NH:24][C:25](=[O:34])[CH2:26][C:27]1[CH:32]=[CH:31][C:30]([OH:33])=[CH:29][CH:28]=1.[CH3:41][C:42]1[C:47]([CH2:48][CH2:49]O)=[CH:46][CH:45]=[CH:44][N:43]=1.C1(P(C2C=CC=CC=2)C2C=CC=CC=2)C=CC=CC=1, predict the reaction product. The product is: [CH3:15][C:16]1[CH:21]=[C:20]([CH3:22])[CH:19]=[CH:18][C:17]=1[CH:23]([C:35]1[CH:36]=[CH:37][CH:38]=[CH:39][CH:40]=1)[NH:24][C:25](=[O:34])[CH2:26][C:27]1[CH:32]=[CH:31][C:30]([O:33][CH2:49][CH2:48][C:47]2[C:42]([CH3:41])=[N:43][CH:44]=[CH:45][CH:46]=2)=[CH:29][CH:28]=1.